From a dataset of Full USPTO retrosynthesis dataset with 1.9M reactions from patents (1976-2016). Predict the reactants needed to synthesize the given product. (1) Given the product [CH:1]1([N:4]2[CH2:10][CH2:9][CH2:8][N:7]([C:11]3[CH:12]=[CH:13][C:14]([C:15]([NH:39][C:36]4[NH:37][N:38]=[C:34]([CH2:33][CH2:32][C:26]5[CH:27]=[C:28]([O:30][CH3:31])[CH:29]=[C:24]([O:23][CH3:22])[CH:25]=5)[CH:35]=4)=[O:17])=[CH:20][CH:21]=3)[CH2:6][CH2:5]2)[CH2:2][CH2:3]1, predict the reactants needed to synthesize it. The reactants are: [CH:1]1([N:4]2[CH2:10][CH2:9][CH2:8][N:7]([C:11]3[CH:21]=[CH:20][C:14]([C:15]([O:17]CC)=O)=[CH:13][CH:12]=3)[CH2:6][CH2:5]2)[CH2:3][CH2:2]1.[CH3:22][O:23][C:24]1[CH:25]=[C:26]([CH2:32][CH2:33][C:34]2[CH:35]=[C:36]([NH2:39])[NH:37][N:38]=2)[CH:27]=[C:28]([O:30][CH3:31])[CH:29]=1.C[Al](C)C.C(Cl)Cl.CCOCC. (2) Given the product [C:1]([O:5][C:6]([NH:8][C@H:9]1[CH2:10][C@@:11]([CH2:17][CH3:18])([C:14]([O:16][CH3:22])=[O:15])[CH:12]=[CH:13]1)=[O:7])([CH3:4])([CH3:3])[CH3:2], predict the reactants needed to synthesize it. The reactants are: [C:1]([O:5][C:6]([NH:8][C@H:9]1[CH2:13][CH2:12][C@@:11]([CH2:17][CH3:18])([C:14]([OH:16])=[O:15])[CH2:10]1)=[O:7])([CH3:4])([CH3:3])[CH3:2].Cl.Cl.F[C:22](F)(F)C1C=CN=C(N2CCNCC2)C=1.C(N(CC)CC)C.F[P-](F)(F)(F)(F)F.N1(OC(N(C)C)=[N+](C)C)C2C=CC=CC=2N=N1.